Task: Predict the reactants needed to synthesize the given product.. Dataset: Full USPTO retrosynthesis dataset with 1.9M reactions from patents (1976-2016) (1) Given the product [C:1]([C:5]1[C:6]([Cl:32])=[C:7]([C:11]2[NH:30][C:14]3[C:15]([Cl:29])=[N:16][C:17]([C:19]4[CH:24]=[CH:23][CH:22]=[CH:21][C:20]=4[C:25]([F:27])([F:28])[F:26])=[CH:18][C:13]=3[N:12]=2)[N:8]([CH3:10])[N:9]=1)([CH3:4])([CH3:2])[CH3:3], predict the reactants needed to synthesize it. The reactants are: [C:1]([C:5]1[CH:6]=[C:7]([C:11]2[NH:30][C:14]3[C:15]([Cl:29])=[N:16][C:17]([C:19]4[CH:24]=[CH:23][CH:22]=[CH:21][C:20]=4[C:25]([F:28])([F:27])[F:26])=[CH:18][C:13]=3[N:12]=2)[N:8]([CH3:10])[N:9]=1)([CH3:4])([CH3:3])[CH3:2].C(Cl)[Cl:32]. (2) Given the product [CH3:69][CH:68]([CH3:70])[CH2:67][NH:71][C:31](=[O:32])[C:30]1[CH:29]=[CH:28][C:27]([NH:26][C:17]2[NH:16][C:15]3=[N:11][CH:12]=[CH:13][C:14]3=[C:19]([NH:20][CH2:21][C:22]([F:24])([F:25])[F:23])[N:18]=2)=[CH:35][CH:34]=1, predict the reactants needed to synthesize it. The reactants are: CC1C=CC(S([N:11]2[C:15]3[N:16]=[C:17]([NH:26][C:27]4[CH:35]=[CH:34][C:30]([C:31](O)=[O:32])=[CH:29][CH:28]=4)[N:18]=[C:19]([NH:20][CH2:21][C:22]([F:25])([F:24])[F:23])[C:14]=3[CH:13]=[CH:12]2)(=O)=O)=CC=1.CN(C(ON1N=NC2C=CC=CC1=2)=[N+](C)C)C.[B-](F)(F)(F)F.CCN(C(C)C)C(C)C.[CH2:67]([NH2:71])[CH:68]([CH3:70])[CH3:69]. (3) Given the product [CH3:38][C:5]1[N:4]=[N:3][N:2]([CH3:1])[C:6]=1[C:7]1[CH:19]=[N:18][C:17]2[C:16]3[C:15]([F:20])=[CH:14][CH:13]=[C:12]([CH2:21][OH:22])[C:11]=3[N:10]([C@@H:25]([CH:26]3[CH2:31][CH2:30][O:29][CH2:28][CH2:27]3)[C:32]3[CH:37]=[CH:36][CH:35]=[CH:34][CH:33]=3)[C:9]=2[CH:8]=1, predict the reactants needed to synthesize it. The reactants are: [CH3:1][N:2]1[C:6]([C:7]2[CH:19]=[N:18][C:17]3[C:16]4[C:11](=[C:12]([C:21](OC)=[O:22])[CH:13]=[CH:14][C:15]=4[F:20])[N:10]([C@H:25]([C:32]4[CH:37]=[CH:36][CH:35]=[CH:34][CH:33]=4)[CH:26]4[CH2:31][CH2:30][O:29][CH2:28][CH2:27]4)[C:9]=3[CH:8]=2)=[C:5]([CH3:38])[N:4]=[N:3]1.[H-].[H-].[H-].[H-].[Li+].[Al+3]. (4) Given the product [C:1]1([C@@:7]2([O:23][CH2:22][C@H:12]([O:13][C:14](=[O:21])[C:15]3[CH:16]=[CH:17][CH:18]=[CH:19][CH:20]=3)[C@H:10]([O:11][S:25]([CH3:24])(=[O:27])=[O:26])[CH2:9]2)[SH:8])[CH:6]=[CH:5][CH:4]=[CH:3][CH:2]=1, predict the reactants needed to synthesize it. The reactants are: [C:1]1([C:7]2([O:23][CH2:22][C@H:12]([O:13][C:14](=[O:21])[C:15]3[CH:20]=[CH:19][CH:18]=[CH:17][CH:16]=3)[C@H:10]([OH:11])[CH2:9]2)[SH:8])[CH:6]=[CH:5][CH:4]=[CH:3][CH:2]=1.[CH3:24][S:25](Cl)(=[O:27])=[O:26]. (5) Given the product [CH:13]1([C:16]2[C:17]([O:9][CH2:8][CH:5]3[CH2:6][CH2:7][C:2]([F:10])([F:1])[CH2:3][CH2:4]3)=[CH:18][C:19]([F:24])=[C:20]([CH:23]=2)[C:21]#[N:22])[CH2:14][CH2:15]1, predict the reactants needed to synthesize it. The reactants are: [F:1][C:2]1([F:10])[CH2:7][CH2:6][CH:5]([CH2:8][OH:9])[CH2:4][CH2:3]1.[H-].[Na+].[CH:13]1([C:16]2[C:17](F)=[CH:18][C:19]([F:24])=[C:20]([CH:23]=2)[C:21]#[N:22])[CH2:15][CH2:14]1. (6) Given the product [CH3:1][C:2]1[O:6][N:5]=[C:4]([C:7]2[CH:12]=[CH:11][CH:10]=[CH:9][CH:8]=2)[C:3]=1[CH2:13][O:14][C:16]1[CH:25]=[N:24][C:23]2[C:18](=[CH:19][CH:20]=[CH:21][CH:22]=2)[N:17]=1, predict the reactants needed to synthesize it. The reactants are: [CH3:1][C:2]1[O:6][N:5]=[C:4]([C:7]2[CH:12]=[CH:11][CH:10]=[CH:9][CH:8]=2)[C:3]=1[CH2:13][OH:14].O[C:16]1[CH:25]=[N:24][C:23]2[C:18](=[CH:19][CH:20]=[CH:21][CH:22]=2)[N:17]=1.C(P(CCCC)CCCC)CCC.CN(C)C(N=NC(N(C)C)=O)=O.C1(P(C2C=CC=CC=2)C2C=CC=CC=2)C=CC=CC=1.N(C(OCC)=O)=NC(OCC)=O. (7) Given the product [Cl:13][C:14]1[CH:19]=[CH:18][C:17]([C:9]2[C:8]([O:30][CH2:29][C:28]3[N:24]([CH3:23])[N:25]=[CH:26][N:27]=3)=[N:7][CH:6]=[C:5]([CH:10]=2)[C:3]([NH:31][CH2:32][C@:33]([CH:35]2[CH2:37][CH2:36]2)([OH:34])[CH3:38])=[O:4])=[CH:16][CH:15]=1, predict the reactants needed to synthesize it. The reactants are: CO[C:3]([C:5]1[CH:6]=[N:7][C:8](Cl)=[C:9](Br)[CH:10]=1)=[O:4].[Cl:13][C:14]1[CH:19]=[CH:18][C:17](B(O)O)=[CH:16][CH:15]=1.[CH3:23][N:24]1[C:28]([CH2:29][OH:30])=[N:27][CH:26]=[N:25]1.[NH2:31][CH2:32][C@:33]([CH3:38])([CH:35]1[CH2:37][CH2:36]1)[OH:34]. (8) Given the product [CH3:1][O:3][C:4](=[O:39])[C:5]1[CH:10]=[CH:9][C:8]([NH:11][C:12](=[O:38])[CH:13]([N:20]2[C:24]3[CH:25]=[C:26]([F:30])[C:27]([F:29])=[CH:28][C:23]=3[N:22]=[C:21]2[C:31]2[CH:36]=[CH:35][C:34]([Cl:37])=[CH:33][CH:32]=2)[CH:14]2[CH2:15][CH2:16][CH2:17][CH2:18][CH2:19]2)=[C:7]([F:51])[CH:6]=1, predict the reactants needed to synthesize it. The reactants are: [CH2:1]([O:3][C:4](=[O:39])[C:5]1[CH:10]=[CH:9][C:8]([NH:11][C:12](=[O:38])[CH:13]([N:20]2[C:24]3[CH:25]=[C:26]([F:30])[C:27]([F:29])=[CH:28][C:23]=3[N:22]=[C:21]2[C:31]2[CH:36]=[CH:35][C:34]([Cl:37])=[CH:33][CH:32]=2)[CH:14]2[CH2:19][CH2:18][CH2:17][CH2:16][CH2:15]2)=[CH:7][CH:6]=1)C.NC1C=CC(C(OC)=O)=CC=1[F:51].